Dataset: Forward reaction prediction with 1.9M reactions from USPTO patents (1976-2016). Task: Predict the product of the given reaction. Given the reactants Cl.Cl.Cl.[CH:4]1([NH:7][C:8]([C:10]2[C:18]3[CH:17]=[C:16]([C:19]4[C:24]([Cl:25])=[CH:23][N:22]=[C:21]([NH:26][CH2:27][CH2:28][CH2:29]N5CCN(C)CC5)[N:20]=4)[S:15][C:14]=3[CH:13]=[CH:12][CH:11]=2)=[O:9])[CH2:6][CH2:5]1.C1(NC(C2C3C=C(C4C([Cl:58])=CN=C(Cl)N=4)SC=3C=CC=2)=O)CC1.[CH3:60][C:61]1([CH3:72])[CH2:66]C(=CCN)[CH2:64][C:63]([CH3:71])([CH3:70])[NH:62]1, predict the reaction product. The product is: [ClH:25].[ClH:58].[CH:4]1([NH:7][C:8]([C:10]2[C:18]3[CH:17]=[C:16]([C:19]4[C:24]([Cl:25])=[CH:23][N:22]=[C:21]([NH:26][CH2:27][CH:28]=[C:29]5[CH2:64][C:63]([CH3:71])([CH3:70])[NH:62][C:61]([CH3:72])([CH3:66])[CH2:60]5)[N:20]=4)[S:15][C:14]=3[CH:13]=[CH:12][CH:11]=2)=[O:9])[CH2:5][CH2:6]1.